The task is: Predict the reactants needed to synthesize the given product.. This data is from Full USPTO retrosynthesis dataset with 1.9M reactions from patents (1976-2016). Given the product [CH3:18][O:17][N:16]=[C:9]([C:4]1[CH:5]=[CH:6][C:7]([Cl:8])=[C:2]([Cl:1])[CH:3]=1)[CH2:10][CH2:11][C:12]1[N:13]=[C:19]([CH3:20])[O:15][N:14]=1, predict the reactants needed to synthesize it. The reactants are: [Cl:1][C:2]1[CH:3]=[C:4]([C:9](=[N:16][O:17][CH3:18])[CH2:10][CH2:11][C:12]([NH:14][OH:15])=[NH:13])[CH:5]=[CH:6][C:7]=1[Cl:8].[CH2:19](N(CC)CC)[CH3:20].C(Cl)(=O)C.